This data is from Full USPTO retrosynthesis dataset with 1.9M reactions from patents (1976-2016). The task is: Predict the reactants needed to synthesize the given product. The reactants are: C(O[C:6]([C:8]1[C:9]([OH:24])=[C:10]2[C:22]([CH3:23])=[N:21][S:20][C:11]2=[C:12]([C:14]2[CH:19]=[N:18][CH:17]=[CH:16][N:15]=2)[N:13]=1)=[O:7])CCC.[NH2:25][CH2:26][C:27]([OH:29])=[O:28]. Given the product [OH:24][C:9]1[C:8]([C:6]([NH:25][CH2:26][C:27]([OH:29])=[O:28])=[O:7])=[N:13][C:12]([C:14]2[CH:19]=[N:18][CH:17]=[CH:16][N:15]=2)=[C:11]2[S:20][N:21]=[C:22]([CH3:23])[C:10]=12, predict the reactants needed to synthesize it.